Dataset: Full USPTO retrosynthesis dataset with 1.9M reactions from patents (1976-2016). Task: Predict the reactants needed to synthesize the given product. (1) Given the product [Br:1][C:2]1[CH:7]=[C:6]([F:8])[CH:5]=[CH:4][C:3]=1[O:9][CH2:19][CH2:18][O:17][CH3:16], predict the reactants needed to synthesize it. The reactants are: [Br:1][C:2]1[CH:7]=[C:6]([F:8])[CH:5]=[CH:4][C:3]=1[OH:9].C(=O)([O-])[O-].[K+].[K+].[CH3:16][O:17][CH2:18][CH2:19]Br. (2) Given the product [CH2:24]([O:8][C:7]1[C:2]([F:1])=[CH:3][C:4]([CH2:10][CH:11]([CH3:17])[C:12]([O:14][CH2:15][CH3:16])=[O:13])=[CH:5][C:6]=1[F:9])[C:25]1[CH:30]=[CH:29][CH:28]=[CH:27][CH:26]=1, predict the reactants needed to synthesize it. The reactants are: [F:1][C:2]1[CH:3]=[C:4]([CH2:10][CH:11]([CH3:17])[C:12]([O:14][CH2:15][CH3:16])=[O:13])[CH:5]=[C:6]([F:9])[C:7]=1[OH:8].C(=O)([O-])[O-].[K+].[K+].[CH2:24](Cl)[C:25]1[CH:30]=[CH:29][CH:28]=[CH:27][CH:26]=1. (3) Given the product [F:20][C:21]([F:32])([F:33])[O:22][C:23]1[CH:28]=[CH:27][C:26]([C:15]2[CH:16]=[CH:17][C:12]([O:11][CH2:10][C:6]3[CH:5]=[C:4]([CH:9]=[CH:8][CH:7]=3)[C:3]([OH:2])=[O:19])=[CH:13][CH:14]=2)=[CH:25][CH:24]=1, predict the reactants needed to synthesize it. The reactants are: C[O:2][C:3](=[O:19])[C:4]1[CH:9]=[CH:8][CH:7]=[C:6]([CH2:10][O:11][C:12]2[CH:17]=[CH:16][C:15](I)=[CH:14][CH:13]=2)[CH:5]=1.[F:20][C:21]([F:33])([F:32])[O:22][C:23]1[CH:28]=[CH:27][C:26](B(O)O)=[CH:25][CH:24]=1. (4) Given the product [CH:1]([C:4]1[CH:5]=[C:6]([CH:9]=[C:10]([CH:14]([CH3:16])[CH3:15])[C:11]=1[O:12][CH3:13])[CH:7]=[C:25]1[C:24]2[C:28](=[CH:29][C:21]([NH:20][C:17](=[O:19])[CH3:18])=[CH:22][CH:23]=2)[NH:27][C:26]1=[O:30])([CH3:3])[CH3:2], predict the reactants needed to synthesize it. The reactants are: [CH:1]([C:4]1[CH:5]=[C:6]([CH:9]=[C:10]([CH:14]([CH3:16])[CH3:15])[C:11]=1[O:12][CH3:13])[CH:7]=O)([CH3:3])[CH3:2].[C:17]([NH:20][C:21]1[CH:29]=[C:28]2[C:24]([CH2:25][C:26](=[O:30])[NH:27]2)=[CH:23][CH:22]=1)(=[O:19])[CH3:18].